Task: Predict which catalyst facilitates the given reaction.. Dataset: Catalyst prediction with 721,799 reactions and 888 catalyst types from USPTO (1) The catalyst class is: 3. Reactant: II.[CH3:3][C:4]1[CH:9]=[CH:8][CH:7]=[CH:6][C:5]=1[SH:10].COC1C=CC(S([C:22]2[C:30]3[C:25](=[CH:26][CH:27]=[C:28]([CH3:31])[CH:29]=3)[N:24]([CH2:32][C:33]([OH:35])=[O:34])[C:23]=2[CH3:36])(=O)=O)=CC=1. Product: [NH4+:24].[CH3:3][C:4]1[CH:9]=[CH:8][CH:7]=[CH:6][C:5]=1[S:10][C:22]1[C:30]2[C:25](=[CH:26][CH:27]=[C:28]([CH3:31])[CH:29]=2)[N:24]([CH2:32][C:33]([O-:35])=[O:34])[C:23]=1[CH3:36]. (2) The catalyst class is: 73. Reactant: Cl[C:2]1[CH:7]=[CH:6][C:5]([C:8]#[C:9][C:10]2[N:11]=[C:12]([CH3:15])[S:13][CH:14]=2)=[CH:4][N:3]=1.[Br-].[C:17]([Zn+])([CH3:20])([CH3:19])[CH3:18].C1COCC1. Product: [C:17]([C:2]1[CH:7]=[CH:6][C:5]([C:8]#[C:9][C:10]2[N:11]=[C:12]([CH3:15])[S:13][CH:14]=2)=[CH:4][N:3]=1)([CH3:20])([CH3:19])[CH3:18]. (3) Reactant: Cl[C:2]1[C:11]2[C:10](=[O:12])[N:9]([CH3:13])[CH:8]=[N:7][C:6]=2[CH:5]=[C:4]([Cl:14])[N:3]=1.[CH:15]([NH2:18])([CH3:17])[CH3:16]. Product: [Cl:14][C:4]1[N:3]=[C:2]([NH:18][CH:15]([CH3:17])[CH3:16])[C:11]2[C:10](=[O:12])[N:9]([CH3:13])[CH:8]=[N:7][C:6]=2[CH:5]=1. The catalyst class is: 12. (4) The catalyst class is: 753. Reactant: [F:1][C:2]1[CH:7]=[CH:6][C:5]([CH2:8][C:9](Cl)=[O:10])=[CH:4][CH:3]=1.[S-:12][C:13]#[N:14].[K+].[NH2:16][C:17]1[CH:37]=[CH:36][C:20]([O:21][C:22]2[CH:27]=[CH:26][N:25]=[C:24]([NH:28][C:29]([N:31]3[CH2:35][CH2:34][CH2:33][CH2:32]3)=[O:30])[CH:23]=2)=[C:19]([CH3:38])[CH:18]=1.C(O)C. Product: [CH3:38][C:19]1[CH:18]=[C:17]([NH:16][C:13]([NH:14][C:9](=[O:10])[CH2:8][C:5]2[CH:6]=[CH:7][C:2]([F:1])=[CH:3][CH:4]=2)=[S:12])[CH:37]=[CH:36][C:20]=1[O:21][C:22]1[CH:27]=[CH:26][N:25]=[C:24]([NH:28][C:29]([N:31]2[CH2:35][CH2:34][CH2:33][CH2:32]2)=[O:30])[CH:23]=1. (5) Reactant: [CH3:1][C:2]1[CH:7]=[CH:6][CH:5]=[CH:4][C:3]=1[C:8]1[C:21](=[O:22])[N:20]([C@H:23]2[CH2:27][CH2:26][O:25][CH2:24]2)[C:11]2[N:12]=[C:13](S(C)(=O)=O)[N:14]=[CH:15][C:10]=2[CH:9]=1.[NH2:28][CH:29]1[CH2:34][CH2:33][N:32]([C:35]([O:37][C:38]([CH3:41])([CH3:40])[CH3:39])=[O:36])[CH2:31][CH2:30]1. Product: [CH3:1][C:2]1[CH:7]=[CH:6][CH:5]=[CH:4][C:3]=1[C:8]1[C:21](=[O:22])[N:20]([C@H:23]2[CH2:27][CH2:26][O:25][CH2:24]2)[C:11]2[N:12]=[C:13]([NH:28][CH:29]3[CH2:30][CH2:31][N:32]([C:35]([O:37][C:38]([CH3:41])([CH3:40])[CH3:39])=[O:36])[CH2:33][CH2:34]3)[N:14]=[CH:15][C:10]=2[CH:9]=1. The catalyst class is: 13. (6) Reactant: [F:1][C:2]1[CH:7]=[CH:6][C:5]([F:8])=[CH:4][C:3]=1[S:9]([NH:12][C:13]1[CH:18]=[CH:17][CH:16]=[C:15]([C:19]2[C:23]([C:24]3[CH:29]=[CH:28][N:27]=[C:26]([NH:30][CH3:31])[CH:25]=3)=[CH:22][N:21](CC3C=CC(OC)=CC=3)[N:20]=2)[CH:14]=1)(=[O:11])=[O:10]. Product: [F:1][C:2]1[CH:7]=[CH:6][C:5]([F:8])=[CH:4][C:3]=1[S:9]([NH:12][C:13]1[CH:18]=[CH:17][CH:16]=[C:15]([C:19]2[C:23]([C:24]3[CH:29]=[CH:28][N:27]=[C:26]([NH:30][CH3:31])[CH:25]=3)=[CH:22][NH:21][N:20]=2)[CH:14]=1)(=[O:10])=[O:11]. The catalyst class is: 55. (7) Reactant: [CH3:1][O:2][C:3]1[C:4](=[O:19])[C:5]([C:15]([O:17]C)=[O:16])=[N:6][N:7]([C:9]2[CH:14]=[CH:13][N:12]=[CH:11][CH:10]=2)[CH:8]=1.[OH-].[Na+]. Product: [CH3:1][O:2][C:3]1[C:4](=[O:19])[C:5]([C:15]([OH:17])=[O:16])=[N:6][N:7]([C:9]2[CH:14]=[CH:13][N:12]=[CH:11][CH:10]=2)[CH:8]=1. The catalyst class is: 92.